From a dataset of Forward reaction prediction with 1.9M reactions from USPTO patents (1976-2016). Predict the product of the given reaction. (1) Given the reactants [CH:1]1([CH2:5][NH:6][C:7]([C:9]2[N:14]=[C:13]([O:15][CH2:16][C:17](O)=[O:18])[CH:12]=[CH:11][C:10]=2[NH:20][C:21]([C:23]2[C:32]3[C:27](=[CH:28][CH:29]=[CH:30][CH:31]=3)[C:26]([CH2:33][N:34]3[CH:38]=[CH:37][N:36]=[N:35]3)=[CH:25][CH:24]=2)=[O:22])=[O:8])[CH2:4][CH2:3][CH2:2]1.Cl.[CH3:40][O:41][NH2:42], predict the reaction product. The product is: [CH:1]1([CH2:5][NH:6][C:7]([C:9]2[C:10]([NH:20][C:21]([C:23]3[C:32]4[C:27](=[CH:28][CH:29]=[CH:30][CH:31]=4)[C:26]([CH2:33][N:34]4[CH:38]=[CH:37][N:36]=[N:35]4)=[CH:25][CH:24]=3)=[O:22])=[CH:11][CH:12]=[C:13]([O:15][CH2:16][C:17](=[O:18])[NH:42][O:41][CH3:40])[N:14]=2)=[O:8])[CH2:2][CH2:3][CH2:4]1. (2) The product is: [CH3:1][O:2][C:3](=[O:29])[CH:4]([O:6][C:7]1[CH:12]=[CH:11][C:10]([NH:13][C:14](=[O:28])[CH2:15][CH2:16][CH2:17][CH2:18][CH2:19][OH:20])=[CH:9][CH:8]=1)[CH3:5]. Given the reactants [CH3:1][O:2][C:3](=[O:29])[CH:4]([O:6][C:7]1[CH:12]=[CH:11][C:10]([NH:13][C:14](=[O:28])[CH2:15][CH2:16][CH2:17][CH2:18][CH2:19][O:20]CC2C=CC=CC=2)=[CH:9][CH:8]=1)[CH3:5], predict the reaction product.